From a dataset of Full USPTO retrosynthesis dataset with 1.9M reactions from patents (1976-2016). Predict the reactants needed to synthesize the given product. (1) Given the product [Cl:1][C:2]1[CH:24]=[C:23]([C:25]([F:28])([F:26])[F:27])[CH:22]=[CH:21][C:3]=1[CH2:4][N:5]1[C:9]([CH2:10][CH2:11][CH2:12][OH:13])=[CH:8][C:7]([O:17][CH:18]([CH3:20])[CH3:19])=[N:6]1, predict the reactants needed to synthesize it. The reactants are: [Cl:1][C:2]1[CH:24]=[C:23]([C:25]([F:28])([F:27])[F:26])[CH:22]=[CH:21][C:3]=1[CH2:4][N:5]1[C:9]([CH2:10][CH2:11][C:12](OCC)=[O:13])=[CH:8][C:7]([O:17][CH:18]([CH3:20])[CH3:19])=[N:6]1.[H-].C([Al+]CC(C)C)C(C)C.CO.[C@H](O)(C([O-])=O)[C@@H](O)C([O-])=O.[Na+].[K+]. (2) Given the product [Cl:26][C:27]1[CH:32]=[CH:31][C:30]([C:33]([F:36])([F:35])[F:34])=[CH:29][C:28]=1[C:9]1[N:13]2[C:14]3[N:22]=[C:21]([O:23][CH3:24])[CH:20]=[CH:19][C:15]=3[N:16]=[C:17]([CH3:18])[C:12]2=[C:11]([CH3:25])[N:10]=1, predict the reactants needed to synthesize it. The reactants are: ClC1C=C([C:9]2[N:13]3[C:14]4[N:22]=[C:21]([O:23][CH3:24])[CH:20]=[CH:19][C:15]=4[N:16]=[C:17]([CH3:18])[C:12]3=[C:11]([CH3:25])[N:10]=2)C=C(Cl)C=1.[Cl:26][C:27]1[CH:32]=[CH:31][C:30]([C:33]([F:36])([F:35])[F:34])=[CH:29][C:28]=1B(O)O. (3) Given the product [CH3:16][C:13]1([CH3:17])[N:12]([C:18]([O:20][C:21]([CH3:23])([CH3:24])[CH3:22])=[O:19])[C@@H:11]([CH2:10][C@H:9]2[CH2:8][CH2:7][C:6](=[O:5])[N:26]([CH3:27])[CH2:25]2)[CH2:15][O:14]1, predict the reactants needed to synthesize it. The reactants are: C([O:5][C:6](=O)[CH2:7][CH2:8][C@@H:9]([CH2:25][NH:26][CH3:27])[CH2:10][C@H:11]1[CH2:15][O:14][C:13]([CH3:17])([CH3:16])[N:12]1[C:18]([O:20][C:21]([CH3:24])([CH3:23])[CH3:22])=[O:19])(C)(C)C.C[O-].[Na+].